Dataset: Catalyst prediction with 721,799 reactions and 888 catalyst types from USPTO. Task: Predict which catalyst facilitates the given reaction. (1) Reactant: C([O:8][C:9]1[CH:18]=[C:17]2[C:12]([C:13]([NH:19][C:20]3[CH:25]=[CH:24][C:23]([Br:26])=[CH:22][C:21]=3[F:27])=[N:14][CH:15]=[N:16]2)=[CH:11][C:10]=1[O:28][CH3:29])C1C=CC=CC=1. Product: [Br:26][C:23]1[CH:24]=[CH:25][C:20]([NH:19][C:13]2[C:12]3[C:17](=[CH:18][C:9]([OH:8])=[C:10]([O:28][CH3:29])[CH:11]=3)[N:16]=[CH:15][N:14]=2)=[C:21]([F:27])[CH:22]=1. The catalyst class is: 55. (2) Reactant: [Cl:1][C:2]1[CH:3]=[C:4]([CH:21]=[CH:22][C:23]=1[NH:24][C:25]([NH:27][CH3:28])=[O:26])[O:5][C:6]1[C:15]2[C:10](=[CH:11][C:12]([O:19][CH3:20])=[C:13]([C:16]([OH:18])=O)[CH:14]=2)[N:9]=[CH:8][CH:7]=1.CN.CO.[CH2:33]([N:35](CC)CC)C.F[P-](F)(F)(F)(F)F.CN([PH+](N(C)C)N(C)C)C. Product: [CH3:33][NH:35][C:16]([C:13]1[CH:14]=[C:15]2[C:10](=[CH:11][C:12]=1[O:19][CH3:20])[N:9]=[CH:8][CH:7]=[C:6]2[O:5][C:4]1[CH:21]=[CH:22][C:23]([NH:24][C:25]([NH:27][CH3:28])=[O:26])=[C:2]([Cl:1])[CH:3]=1)=[O:18]. The catalyst class is: 255. (3) Reactant: [OH:1][C:2]1[CH:7]=[CH:6][C:5]([C:8]2[N:9]=[C:10]3[CH:15]=[CH:14][CH:13]=[CH:12][N:11]3[CH:16]=2)=[CH:4][CH:3]=1.C(=O)([O-])[O-].[K+].[K+].Br[CH2:24][CH2:25][CH2:26][F:27].O. Product: [F:27][CH2:26][CH2:25][CH2:24][O:1][C:2]1[CH:3]=[CH:4][C:5]([C:8]2[N:9]=[C:10]3[CH:15]=[CH:14][CH:13]=[CH:12][N:11]3[CH:16]=2)=[CH:6][CH:7]=1. The catalyst class is: 695. (4) Reactant: Cl[C:2]1[N:7]=[C:6]([C:8]2[CH:13]=[CH:12][C:11]([F:14])=[C:10]([Cl:15])[CH:9]=2)[CH:5]=[C:4]([N:16]2[CH2:21][CH2:20][N:19]([C:22]3[C:27]([C:28]([F:31])([F:30])[F:29])=[CH:26][CH:25]=[CH:24][N:23]=3)[CH2:18][CH2:17]2)[N:3]=1.[C:32]([O:36][C:37]([N:39]1[CH2:44][CH2:43][NH:42][C:41](=[O:45])[CH2:40]1)=[O:38])([CH3:35])([CH3:34])[CH3:33].C([O-])([O-])=O.[Cs+].[Cs+].C1(P(C2C=CC=CC=2)C2C3OC4C(=CC=CC=4P(C4C=CC=CC=4)C4C=CC=CC=4)C(C)(C)C=3C=CC=2)C=CC=CC=1. Product: [C:32]([O:36][C:37]([N:39]1[CH2:44][CH2:43][N:42]([C:2]2[N:7]=[C:6]([C:8]3[CH:13]=[CH:12][C:11]([F:14])=[C:10]([Cl:15])[CH:9]=3)[CH:5]=[C:4]([N:16]3[CH2:17][CH2:18][N:19]([C:22]4[C:27]([C:28]([F:31])([F:29])[F:30])=[CH:26][CH:25]=[CH:24][N:23]=4)[CH2:20][CH2:21]3)[N:3]=2)[C:41](=[O:45])[CH2:40]1)=[O:38])([CH3:35])([CH3:33])[CH3:34]. The catalyst class is: 62. (5) Reactant: Cl[C:2]1[N:7]=[C:6]([C:8]2[CH:9]=[N:10][N:11]3[CH:16]=[CH:15][CH:14]=[CH:13][C:12]=23)[CH:5]=[CH:4][N:3]=1.O.C1(C)C=CC(S(O)(=O)=O)=CC=1.[CH3:29][O:30][C:31]1[CH:37]=[C:36]([C:38]2[CH2:39][CH2:40][N:41]([CH3:44])[CH2:42][CH:43]=2)[C:35]([N+:45]([O-:47])=[O:46])=[CH:34][C:32]=1[NH2:33].CC(O)CCC. Product: [CH3:29][O:30][C:31]1[CH:37]=[C:36]([C:38]2[CH2:43][CH2:42][N:41]([CH3:44])[CH2:40][CH:39]=2)[C:35]([N+:45]([O-:47])=[O:46])=[CH:34][C:32]=1[NH:33][C:2]1[N:7]=[C:6]([C:8]2[CH:9]=[N:10][N:11]3[CH:16]=[CH:15][CH:14]=[CH:13][C:12]=23)[CH:5]=[CH:4][N:3]=1. The catalyst class is: 3. (6) Reactant: FC(F)(F)S(O[C:7]1[C:8]2[C:17]([C:18]3[CH:23]=[CH:22][CH:21]=[CH:20][CH:19]=3)=[C:16]([C:24]3[CH:29]=[CH:28][C:27]([C:30]4([NH:34]C(OC(C)(C)C)=O)[CH2:33][CH2:32][CH2:31]4)=[CH:26][CH:25]=3)[O:15][C:9]=2[N:10]=[C:11]([S:13][CH3:14])[N:12]=1)(=O)=O.[I-:44].[Na+].Cl.O1CCOCC1. Product: [I:44][C:7]1[C:8]2[C:17]([C:18]3[CH:23]=[CH:22][CH:21]=[CH:20][CH:19]=3)=[C:16]([C:24]3[CH:29]=[CH:28][C:27]([C:30]4([NH2:34])[CH2:33][CH2:32][CH2:31]4)=[CH:26][CH:25]=3)[O:15][C:9]=2[N:10]=[C:11]([S:13][CH3:14])[N:12]=1. The catalyst class is: 10. (7) Reactant: FC(F)(F)C(O)=O.[F:8][C:9]1[CH:10]=[C:11]([NH:31]C(=O)C)[CH:12]=[CH:13][C:14]=1[O:15][C:16]1[CH:21]=[CH:20][N:19]=[C:18]([NH:22][CH2:23][CH2:24][N:25]2[CH2:30][CH2:29][O:28][CH2:27][CH2:26]2)[CH:17]=1.[ClH:35]. Product: [ClH:35].[NH2:31][C:11]1[CH:12]=[CH:13][C:14]([O:15][C:16]2[CH:21]=[CH:20][N:19]=[C:18]([NH:22][CH2:23][CH2:24][N:25]3[CH2:30][CH2:29][O:28][CH2:27][CH2:26]3)[CH:17]=2)=[C:9]([F:8])[CH:10]=1. The catalyst class is: 5. (8) Reactant: CN(C)C(N(C)C)=N.[CH3:9][O:10][C:11](=[O:42])[CH:12](P(OC)(OC)=O)[NH:13][C:14](=[O:35])[C:15]1[CH:20]=[CH:19][C:18]([C:21]([NH:23][CH2:24][C:25]2[CH:33]=[C:32]3[C:28]([CH:29]=[CH:30][NH:31]3)=[CH:27][CH:26]=2)=[O:22])=[CH:17][C:16]=1[Cl:34].[N:43]1[C:52]2[C:47](=[CH:48][CH:49]=[CH:50][CH:51]=2)[CH:46]=[C:45]([CH:53]=O)[CH:44]=1. Product: [CH3:9][O:10][C:11](=[O:42])/[C:12](/[NH:13][C:14](=[O:35])[C:15]1[CH:20]=[CH:19][C:18]([C:21]([NH:23][CH2:24][C:25]2[CH:33]=[C:32]3[C:28]([CH:29]=[CH:30][NH:31]3)=[CH:27][CH:26]=2)=[O:22])=[CH:17][C:16]=1[Cl:34])=[CH:53]/[C:45]1[CH:44]=[N:43][C:52]2[C:47]([CH:46]=1)=[CH:48][CH:49]=[CH:50][CH:51]=2. The catalyst class is: 4. (9) Reactant: [CH3:1][C:2]1[N:3]=[C:4]([C:12]2[CH:17]=[CH:16][CH:15]=[C:14]([C:18]([F:21])([F:20])[F:19])[CH:13]=2)[S:5][C:6]=1[C:7](OCC)=[O:8].[Cl-].[Ca+2].[Cl-].[BH4-].[Na+].Cl. Product: [CH3:1][C:2]1[N:3]=[C:4]([C:12]2[CH:17]=[CH:16][CH:15]=[C:14]([C:18]([F:21])([F:19])[F:20])[CH:13]=2)[S:5][C:6]=1[CH2:7][OH:8]. The catalyst class is: 199. (10) Reactant: Br[C:2]1[CH:15]=[CH:14][CH:13]=[C:12]2[C:3]=1[S:4][C:5]1[CH:6]=[CH:7][C:8]([NH:16][C@@H:17]([CH2:21][N:22]3[CH2:27][CH2:26][O:25][CH2:24][CH2:23]3)[CH2:18][O:19][CH3:20])=[CH:9][C:10]=1[S:11]2.[CH3:28][O:29][C:30]1[CH:62]=[CH:61][C:33]([CH2:34][O:35][C:36]2[CH:41]=[C:40]([N:42]3[CH2:47][CH2:46][O:45][CH2:44][CH2:43]3)[CH:39]=[C:38]([Sn](CCCC)(CCCC)CCCC)[N:37]=2)=[CH:32][CH:31]=1. Product: [CH3:20][O:19][CH2:18][C@@H:17]([NH:16][C:8]1[CH:7]=[CH:6][C:5]2[S:4][C:3]3[C:12](=[CH:13][CH:14]=[CH:15][C:2]=3[C:38]3[CH:39]=[C:40]([N:42]4[CH2:47][CH2:46][O:45][CH2:44][CH2:43]4)[CH:41]=[C:36]([O:35][CH2:34][C:33]4[CH:61]=[CH:62][C:30]([O:29][CH3:28])=[CH:31][CH:32]=4)[N:37]=3)[S:11][C:10]=2[CH:9]=1)[CH2:21][N:22]1[CH2:27][CH2:26][O:25][CH2:24][CH2:23]1. The catalyst class is: 77.